This data is from Merck oncology drug combination screen with 23,052 pairs across 39 cell lines. The task is: Regression. Given two drug SMILES strings and cell line genomic features, predict the synergy score measuring deviation from expected non-interaction effect. (1) Drug 1: O=C(O)C1(Cc2cccc(Nc3nccs3)n2)CCC(Oc2cccc(Cl)c2F)CC1. Drug 2: CC1(c2nc3c(C(N)=O)cccc3[nH]2)CCCN1. Cell line: RKO. Synergy scores: synergy=32.2. (2) Drug 1: N.N.O=C(O)C1(C(=O)O)CCC1.[Pt]. Drug 2: CC1(c2nc3c(C(N)=O)cccc3[nH]2)CCCN1. Cell line: T47D. Synergy scores: synergy=-72.8. (3) Drug 1: COc1cc(C2c3cc4c(cc3C(OC3OC5COC(C)OC5C(O)C3O)C3COC(=O)C23)OCO4)cc(OC)c1O. Drug 2: Cc1nc(Nc2ncc(C(=O)Nc3c(C)cccc3Cl)s2)cc(N2CCN(CCO)CC2)n1. Cell line: UWB1289. Synergy scores: synergy=12.8. (4) Drug 1: CCC1(O)CC2CN(CCc3c([nH]c4ccccc34)C(C(=O)OC)(c3cc4c(cc3OC)N(C)C3C(O)(C(=O)OC)C(OC(C)=O)C5(CC)C=CCN6CCC43C65)C2)C1. Drug 2: COC1=C2CC(C)CC(OC)C(O)C(C)C=C(C)C(OC(N)=O)C(OC)C=CC=C(C)C(=O)NC(=CC1=O)C2=O. Cell line: LOVO. Synergy scores: synergy=-28.6. (5) Drug 1: NC1(c2ccc(-c3nc4ccn5c(=O)[nH]nc5c4cc3-c3ccccc3)cc2)CCC1. Drug 2: Cn1cc(-c2cnn3c(N)c(Br)c(C4CCCNC4)nc23)cn1. Cell line: HCT116. Synergy scores: synergy=1.63.